From a dataset of Reaction yield outcomes from USPTO patents with 853,638 reactions. Predict the reaction yield, written as a fraction of the theoretical maximum amount of product (1.0 means a 100% yield; for example, 0.34 means a 34% yield). (1) The reactants are COC(C1C=C(O)C2C(=C(OCC3C=CC=CC=3)C=C(C#CCOCC3C=CC=CC=3)C=2)N=1)=O.[CH3:35][O:36][C:37]([C:39]1[CH:48]=[C:47]([C:49]#[C:50][CH2:51][NH:52][C:53]([O:55][C:56]([CH3:59])([CH3:58])[CH3:57])=[O:54])[C:46]2[C:41](=[C:42]([O:60][CH2:61][C:62]3[CH:67]=[CH:66][CH:65]=[CH:64][CH:63]=3)[CH:43]=[CH:44][CH:45]=2)[N:40]=1)=[O:38]. No catalyst specified. The product is [CH3:35][O:36][C:37]([C:39]1[CH:48]=[C:47]([CH2:49][CH2:50][CH2:51][NH:52][C:53]([O:55][C:56]([CH3:59])([CH3:58])[CH3:57])=[O:54])[C:46]2[C:41](=[C:42]([O:60][CH2:61][C:62]3[CH:63]=[CH:64][CH:65]=[CH:66][CH:67]=3)[CH:43]=[CH:44][CH:45]=2)[N:40]=1)=[O:38]. The yield is 0.930. (2) The reactants are [S:1]1[CH:5]=[CH:4][CH:3]=[C:2]1[C:6]1[C:7](=[O:16])[NH:8][C:9]2[C:14]([N:15]=1)=[CH:13][CH:12]=[CH:11][CH:10]=2.[C:17]1(N)[CH:22]=[CH:21][CH:20]=CC=1N.S1C=CC=C1C(=O)C(OCC)=O.BrCC1CCC1.C(=O)([O-])[O-].[K+].[K+]. The catalyst is CN(C)C=O. The product is [CH:20]1([O:16][C:7]2[C:6]([C:2]3[S:1][CH:5]=[CH:4][CH:3]=3)=[N:15][C:14]3[C:9](=[CH:10][CH:11]=[CH:12][CH:13]=3)[N:8]=2)[CH2:21][CH2:22][CH2:17]1. The yield is 0.0540. (3) The reactants are [CH3:1][O:2][C@@:3]1([CH3:42])[CH2:9][N:8](C(OC(C)(C)C)=O)[CH2:7][CH2:6][N:5]([C:17]2[CH:22]=[CH:21][CH:20]=[C:19]([N:23]3[C:31]4[CH:30]=[C:29]([C:32]5[CH:33]=[N:34][N:35]([CH2:37][C:38]([F:41])([F:40])[F:39])[CH:36]=5)[N:28]=[CH:27][C:26]=4[CH:25]=[N:24]3)[N:18]=2)[CH2:4]1.Cl. The catalyst is CO. The product is [CH3:1][O:2][C@:3]1([CH3:42])[CH2:4][N:5]([C:17]2[N:18]=[C:19]([N:23]3[C:31]4[CH:30]=[C:29]([C:32]5[CH:33]=[N:34][N:35]([CH2:37][C:38]([F:40])([F:39])[F:41])[CH:36]=5)[N:28]=[CH:27][C:26]=4[CH:25]=[N:24]3)[CH:20]=[CH:21][CH:22]=2)[CH2:6][CH2:7][NH:8][CH2:9]1. The yield is 0.910. (4) The reactants are [C:1]1([S:7][C:8]2[CH:13]=[CH:12][CH:11]=[CH:10][CH:9]=2)[CH:6]=[CH:5][CH:4]=[CH:3][CH:2]=1.Cl[O-].[Na+].S([O-])([O-])=[O:18].[Na+].[Na+].[OH2:23]. The catalyst is [Cl-].C[N+](CCCCCCCC)(CCCCCCCC)CCCCCCCC.C1(C)C=CC=CC=1. The product is [C:8]1([S:7]([C:1]2[CH:2]=[CH:3][CH:4]=[CH:5][CH:6]=2)=[O:18])[CH:9]=[CH:10][CH:11]=[CH:12][CH:13]=1.[C:8]1([S:7]([C:1]2[CH:2]=[CH:3][CH:4]=[CH:5][CH:6]=2)(=[O:18])=[O:23])[CH:9]=[CH:10][CH:11]=[CH:12][CH:13]=1. The yield is 0.130. (5) No catalyst specified. The yield is 0.700. The product is [C:32]([C:31]1[CH:30]=[C:29]([NH:28][CH:40]([C:18]2[CH:19]=[C:20]([CH2:21][CH3:22])[C:15]([CH2:14][CH2:13][O:12][C:10](=[O:11])[NH:9][C:5]3[CH:6]=[CH:7][CH:8]=[C:3]([C:1]#[N:2])[CH:4]=3)=[C:16]([CH2:26][CH3:27])[CH:17]=2)[C:39]([OH:43])=[O:42])[CH:37]=[CH:36][CH:35]=1)(=[O:33])[NH2:34]. The reactants are [C:1]([C:3]1[CH:4]=[C:5]([NH:9][C:10]([O:12][CH2:13][CH2:14][C:15]2[C:20]([CH2:21][CH3:22])=[CH:19][C:18](B(O)O)=[CH:17][C:16]=2[CH2:26][CH3:27])=[O:11])[CH:6]=[CH:7][CH:8]=1)#[N:2].[NH2:28][C:29]1[CH:30]=[C:31]([CH:35]=[CH:36][CH:37]=1)[C:32]([NH2:34])=[O:33].O.[C:39]([OH:43])(=[O:42])[CH:40]=O. (6) The reactants are C(O[C:4](=[O:21])[C:5](=[C:11]([S:19][CH3:20])[NH:12][C:13]1[CH:18]=[CH:17][CH:16]=[CH:15][CH:14]=1)[C:6]([O:8][CH2:9][CH3:10])=[O:7])C. The catalyst is ClC1C=CC=CC=1Cl. The product is [CH2:9]([O:8][C:6]([C:5]1[C:11]([S:19][CH3:20])=[N:12][C:13]2[C:14]([C:4]=1[OH:21])=[CH:15][CH:16]=[CH:17][CH:18]=2)=[O:7])[CH3:10]. The yield is 0.350.